Dataset: Full USPTO retrosynthesis dataset with 1.9M reactions from patents (1976-2016). Task: Predict the reactants needed to synthesize the given product. (1) Given the product [CH3:19][O:20][C:13]([C:2]1[CH:3]=[CH:4][C:7]([C:2]2[CH:9]=[C:8]([N+:10]([O-:12])=[O:11])[CH:7]=[C:4]([CH:5]=[O:6])[CH:3]=2)=[CH:8][CH:9]=1)=[O:16], predict the reactants needed to synthesize it. The reactants are: Br[C:2]1[CH:3]=[C:4]([CH:7]=[C:8]([N+:10]([O-:12])=[O:11])[CH:9]=1)[CH:5]=[O:6].[C:13](=[O:16])([O-])[O-].[K+].[K+].[CH3:19][OH:20]. (2) Given the product [NH2:1][C:2]1[C:33]([C:34]([F:37])([F:36])[F:35])=[CH:32][C:5]([CH2:6][C@@H:7]([CH2:11][C:12]([N:13]2[CH2:18][CH2:17][CH:16]([N:19]3[CH2:25][CH2:24][C:23]4[CH:26]=[CH:27][CH:28]=[CH:29][C:22]=4[NH:21][C:20]3=[O:30])[CH2:15][CH2:14]2)=[O:31])[C:8]([N:77]2[CH2:76][CH2:75][N:74]([CH:71]3[CH2:72][CH2:73][O:68][CH2:69][CH2:70]3)[CH2:79][CH2:78]2)=[O:10])=[CH:4][C:3]=1[Cl:38], predict the reactants needed to synthesize it. The reactants are: [NH2:1][C:2]1[C:33]([C:34]([F:37])([F:36])[F:35])=[CH:32][C:5]([CH2:6][C@@H:7]([CH2:11][C:12](=[O:31])[N:13]2[CH2:18][CH2:17][CH:16]([N:19]3[CH2:25][CH2:24][C:23]4[CH:26]=[CH:27][CH:28]=[CH:29][C:22]=4[NH:21][C:20]3=[O:30])[CH2:15][CH2:14]2)[C:8]([OH:10])=O)=[CH:4][C:3]=1[Cl:38].CN(C(ON1N=NC2C=CC=CC1=2)=[N+](C)C)C.[B-](F)(F)(F)F.C(N(CC)CC)C.[O:68]1[CH2:73][CH2:72][CH:71]([N:74]2[CH2:79][CH2:78][NH:77][CH2:76][CH2:75]2)[CH2:70][CH2:69]1.C([O-])(O)=O.[Na+]. (3) Given the product [F:30][C:27]1[CH:28]=[CH:29][C:24]([C:16]2[N:17]=[C:18]3[CH:23]=[CH:22][CH:21]=[N:20][N:19]3[C:15]=2[C:13]2[CH:12]=[CH:11][N:10]=[C:9]([N:8]3[CH2:2][CH2:3][CH2:4][NH:5][C:6]3=[O:7])[CH:14]=2)=[CH:25][C:26]=1[CH3:31], predict the reactants needed to synthesize it. The reactants are: Cl[CH2:2][CH2:3][CH2:4][NH:5][C:6]([NH:8][C:9]1[CH:14]=[C:13]([C:15]2[N:19]3[N:20]=[CH:21][CH:22]=[CH:23][C:18]3=[N:17][C:16]=2[C:24]2[CH:29]=[CH:28][C:27]([F:30])=[C:26]([CH3:31])[CH:25]=2)[CH:12]=[CH:11][N:10]=1)=[O:7].CC(C)([O-])C.[K+].